This data is from Catalyst prediction with 721,799 reactions and 888 catalyst types from USPTO. The task is: Predict which catalyst facilitates the given reaction. Reactant: [CH:1]([C:3]1[CH:10]=[CH:9][C:6]([C:7]#[N:8])=[CH:5][C:4]=1[O:11][CH3:12])=O.[CH3:13][C:14]1[N:15]=[C:16]([CH2:19][C:20](=O)[CH2:21][CH3:22])[S:17][CH:18]=1.[NH2:24]/[C:25](/[CH3:29])=[CH:26]\[C:27]#[N:28]. Product: [C:7]([C:6]1[CH:9]=[CH:10][C:3]([CH:1]2[C:19]([C:16]3[S:17][CH:18]=[C:14]([CH3:13])[N:15]=3)=[C:20]([CH2:21][CH3:22])[NH:24][C:25]([CH3:29])=[C:26]2[C:27]#[N:28])=[C:4]([O:11][CH3:12])[CH:5]=1)#[N:8]. The catalyst class is: 32.